From a dataset of Reaction yield outcomes from USPTO patents with 853,638 reactions. Predict the reaction yield, written as a fraction of the theoretical maximum amount of product (1.0 means a 100% yield; for example, 0.34 means a 34% yield). (1) The product is [NH:1]1[C:9]2[C:4](=[CH:5][CH:6]=[CH:7][CH:8]=2)[CH:3]=[C:2]1[B:15]([OH:20])[OH:16]. The catalyst is C1COCC1. The reactants are [NH:1]1[C:9]2[C:4](=[CH:5][CH:6]=[CH:7][CH:8]=2)[CH:3]=[CH:2]1.[Li]CCCC.[B:15](OC(C)C)([O:20]C(C)C)[O:16]C(C)C.Cl.C([O-])(O)=O.[Na+]. The yield is 0.170. (2) The reactants are COC(=O)[C:4]1[CH:9]=[CH:8][C:7]([N+:10]([O-:12])=[O:11])=[CH:6][C:5]=1[N:13]([CH2:23][CH3:24])[CH2:14][CH2:15][NH:16][C:17](=[O:22])C(F)(F)F.CO.C[O-].[Na+]. No catalyst specified. The product is [CH2:23]([N:13]1[C:5]2[CH:6]=[C:7]([N+:10]([O-:12])=[O:11])[CH:8]=[CH:9][C:4]=2[C:17](=[O:22])[NH:16][CH2:15][CH2:14]1)[CH3:24]. The yield is 0.710.